Dataset: Reaction yield outcomes from USPTO patents with 853,638 reactions. Task: Predict the reaction yield, written as a fraction of the theoretical maximum amount of product (1.0 means a 100% yield; for example, 0.34 means a 34% yield). (1) The reactants are Cl[C:2]1[N:10]=[CH:9][C:8]2[NH:7][C:6]3[N:11]=[CH:12][C:13]([C:15]4[CH:20]=[CH:19][C:18]([CH2:21][N:22]5[CH2:27][CH2:26][CH2:25][CH2:24][CH2:23]5)=[CH:17][CH:16]=4)=[CH:14][C:5]=3[C:4]=2[CH:3]=1.[NH2:28][C:29]1[N:34]=[CH:33][C:32](B(O)O)=[CH:31][N:30]=1.ClCCl. The catalyst is C(#N)C.C(=O)([O-])[O-].[K+].[K+]. The product is [NH2:28][C:29]1[N:34]=[CH:33][C:32]([C:2]2[N:10]=[CH:9][C:8]3[NH:7][C:6]4[N:11]=[CH:12][C:13]([C:15]5[CH:20]=[CH:19][C:18]([CH2:21][N:22]6[CH2:27][CH2:26][CH2:25][CH2:24][CH2:23]6)=[CH:17][CH:16]=5)=[CH:14][C:5]=4[C:4]=3[CH:3]=2)=[CH:31][N:30]=1. The yield is 0.140. (2) The reactants are [CH3:1][C:2]1([CH3:31])[NH:7][C:6](=[O:8])[C:5]2[S:9][C:10]([N:12]3[C:17]4[CH:18]=[C:19](B5OC(C)(C)C(C)(C)O5)[CH:20]=[CH:21][C:16]=4[O:15][CH2:14][CH2:13]3)=[N:11][C:4]=2[CH2:3]1.P([O-])([O-])([O-])=O.[K+].[K+].[K+].Br[C:41]1[N:45]([CH3:46])[C:44]([CH3:47])=[N:43][CH:42]=1. The catalyst is C1COCC1.O.[Br-].C([N+](CCCC)(CCCC)CCCC)CCC.C1C=CC([P]([Pd]([P](C2C=CC=CC=2)(C2C=CC=CC=2)C2C=CC=CC=2)([P](C2C=CC=CC=2)(C2C=CC=CC=2)C2C=CC=CC=2)[P](C2C=CC=CC=2)(C2C=CC=CC=2)C2C=CC=CC=2)(C2C=CC=CC=2)C2C=CC=CC=2)=CC=1. The product is [CH3:46][N:45]1[C:41]([C:19]2[CH:20]=[CH:21][C:16]3[O:15][CH2:14][CH2:13][N:12]([C:10]4[S:9][C:5]5[C:6](=[O:8])[NH:7][C:2]([CH3:1])([CH3:31])[CH2:3][C:4]=5[N:11]=4)[C:17]=3[CH:18]=2)=[CH:42][N:43]=[C:44]1[CH3:47]. The yield is 0.280. (3) The reactants are I.[NH:2]1[CH2:7][CH2:6][CH2:5][N:4]=[C:3]1[NH:8][NH2:9].Cl.[C:11](Cl)(=O)[C:12]1[CH:17]=[CH:16][N:15]=[CH:14][CH:13]=1. The catalyst is N1C=CC=CC=1. The product is [N:15]1[CH:16]=[CH:17][C:12]([C:11]2[N:4]3[CH2:5][CH2:6][CH2:7][NH:2][C:3]3=[N:8][N:9]=2)=[CH:13][CH:14]=1. The yield is 0.180. (4) The reactants are Cl.[CH3:2][O:3][C:4]1[CH:11]=[CH:10][C:7]([CH2:8]O)=[CH:6][CH:5]=1.[NH2:12][C@H:13]([C:16]([OH:18])=[O:17])[CH2:14][SH:15].[OH-].[Na+]. The catalyst is C(OCC)C.C(O)C. The product is [NH2:12][C@@H:13]([CH2:14][S:15][CH2:8][C:7]1[CH:10]=[CH:11][C:4]([O:3][CH3:2])=[CH:5][CH:6]=1)[C:16]([OH:18])=[O:17]. The yield is 0.640. (5) The catalyst is CN(C)C1C=CN=CC=1.ClCCl. The product is [N:17]1([C:2]([O:4][CH2:5][CH3:6])=[O:3])[C:13]2([CH2:18][CH2:19][C:10](=[O:9])[CH2:11][CH2:12]2)[CH2:14][CH2:15][CH2:16]1. The reactants are Cl[C:2]([O:4][CH2:5][CH3:6])=[O:3].C1O[C:10]2([CH2:19][CH2:18][C:13]3([NH:17][CH2:16][CH2:15][CH2:14]3)[CH2:12][CH2:11]2)[O:9]C1.C(N(CC)CC)C. The yield is 0.687. (6) No catalyst specified. The product is [C:27]([C:3]1[CH:4]=[CH:5][C:6]2[O:10][C:9]([CH2:11][C:12]3[O:13][C:14]4[CH:20]=[CH:19][C:18]([C:22]#[N:23])=[CH:17][C:15]=4[CH:16]=3)=[CH:8][C:7]=2[CH:2]=1)#[N:26]. The yield is 0.630. The reactants are Br[C:2]1[C:7]2[CH:8]=[C:9]([CH2:11][C:12]3[O:13][C:14]4[CH:20]=[CH:19][CH:18]=[C:17](Br)[C:15]=4[CH:16]=3)[O:10][C:6]=2[CH:5]=[CH:4][CH:3]=1.[C:22]([Cu])#[N:23].Cl.[N:26]1C2C(=CC=CC=2)C=C[CH:27]=1. (7) The reactants are [CH3:1][C:2]1[CH:7]=[C:6]([CH3:8])[NH:5][C:4](=[O:9])[C:3]=1[CH2:10][NH:11][C:12](=[O:36])[C:13]1[CH:18]=[C:17]([C:19]2[CH:20]=[N:21][C:22]([CH:25]=O)=[CH:23][CH:24]=2)[CH:16]=[C:15]([N:27]([CH3:34])[CH:28]2[CH2:33][CH2:32][O:31][CH2:30][CH2:29]2)[C:14]=1[CH3:35].[NH:37]1[CH2:42][CH2:41][O:40][CH2:39][CH2:38]1.C(O)(=O)C.C([BH3-])#N.[Na+]. The catalyst is CO. The product is [CH3:1][C:2]1[CH:7]=[C:6]([CH3:8])[NH:5][C:4](=[O:9])[C:3]=1[CH2:10][NH:11][C:12](=[O:36])[C:13]1[CH:18]=[C:17]([C:19]2[CH:20]=[N:21][C:22]([CH2:25][N:37]3[CH2:42][CH2:41][O:40][CH2:39][CH2:38]3)=[CH:23][CH:24]=2)[CH:16]=[C:15]([N:27]([CH3:34])[CH:28]2[CH2:29][CH2:30][O:31][CH2:32][CH2:33]2)[C:14]=1[CH3:35]. The yield is 0.700. (8) The reactants are [F:1][C:2]1[CH:11]=[C:10]2[C:5]([CH:6]=[C:7]([CH2:19][CH2:20][CH3:21])[C:8]([C:13]3[CH:18]=[CH:17][CH:16]=[CH:15][CH:14]=3)=[C:9]2[OH:12])=[CH:4][C:3]=1[O:22][CH3:23].F[C:25]1[CH:32]=[CH:31][C:28]([CH:29]=[O:30])=[CH:27][CH:26]=1.C([O-])([O-])=O.[Cs+].[Cs+].O. The catalyst is CN(C=O)C. The product is [F:1][C:2]1[CH:11]=[C:10]2[C:5]([CH:6]=[C:7]([CH2:19][CH2:20][CH3:21])[C:8]([C:13]3[CH:18]=[CH:17][CH:16]=[CH:15][CH:14]=3)=[C:9]2[O:12][C:25]2[CH:32]=[CH:31][C:28]([CH:29]=[O:30])=[CH:27][CH:26]=2)=[CH:4][C:3]=1[O:22][CH3:23]. The yield is 0.690. (9) The reactants are [Cl:1][C:2]1[CH:3]=[CH:4][C:5]2[N:11]3[CH2:12][CH2:13][CH:8]([CH2:9][CH2:10]3)[NH:7][C:6]=2[N:14]=1.[CH3:15][C:16]([O:19][C:20](O[C:20]([O:19][C:16]([CH3:18])([CH3:17])[CH3:15])=[O:21])=[O:21])([CH3:18])[CH3:17].O. The catalyst is CN(C1C=CN=CC=1)C.C1COCC1. The product is [Cl:1][C:2]1[CH:3]=[CH:4][C:5]2[N:11]3[CH2:10][CH2:9][CH:8]([CH2:13][CH2:12]3)[N:7]([C:20]([O:19][C:16]([CH3:18])([CH3:17])[CH3:15])=[O:21])[C:6]=2[N:14]=1. The yield is 0.920. (10) The catalyst is C1COCC1. The reactants are Cl[C:2]1[C:3]([C:11]([OH:13])=[O:12])=[N:4][N:5]([CH3:10])[C:6](=[O:9])[C:7]=1[CH3:8].[F:14][C:15]1[CH:21]=[C:20]([I:22])[CH:19]=[CH:18][C:16]=1[NH2:17].[Li+].C[Si]([N-][Si](C)(C)C)(C)C. The yield is 0.380. The product is [F:14][C:15]1[CH:21]=[C:20]([I:22])[CH:19]=[CH:18][C:16]=1[NH:17][C:2]1[C:3]([C:11]([OH:13])=[O:12])=[N:4][N:5]([CH3:10])[C:6](=[O:9])[C:7]=1[CH3:8].